From a dataset of Forward reaction prediction with 1.9M reactions from USPTO patents (1976-2016). Predict the product of the given reaction. (1) Given the reactants [Br:1][C:2]1[CH:3]=[CH:4][C:5](F)=[C:6]([C:8](=O)[CH3:9])[CH:7]=1.[C:12]([N:14]=[C:15]([NH2:17])[NH2:16])#[N:13].C(=O)([O-])[O-].[K+].[K+], predict the reaction product. The product is: [Br:1][C:2]1[CH:7]=[C:6]2[C:5](=[CH:4][CH:3]=1)[N:17]=[C:15]([NH:14][C:12]#[N:13])[N:16]=[C:8]2[CH3:9]. (2) Given the reactants [C:1]([O:5][C:6]([N:8]1[CH2:13][CH2:12][N:11]([C:14]2[N:19]=[CH:18][C:17]([C:20]3[CH:21]=[C:22]([C:34]([O:36]C)=[O:35])[C:23]4[C:24]([CH3:33])=[CH:25][N:26]([CH:29]([CH2:31][CH3:32])[CH3:30])[C:27]=4[CH:28]=3)=[CH:16][CH:15]=2)[CH2:10][CH2:9]1)=[O:7])([CH3:4])([CH3:3])[CH3:2].[OH-].[Na+], predict the reaction product. The product is: [C:1]([O:5][C:6]([N:8]1[CH2:13][CH2:12][N:11]([C:14]2[N:19]=[CH:18][C:17]([C:20]3[CH:21]=[C:22]([C:34]([OH:36])=[O:35])[C:23]4[C:24]([CH3:33])=[CH:25][N:26]([CH:29]([CH2:31][CH3:32])[CH3:30])[C:27]=4[CH:28]=3)=[CH:16][CH:15]=2)[CH2:10][CH2:9]1)=[O:7])([CH3:2])([CH3:4])[CH3:3]. (3) Given the reactants [CH:1]1([O:6][C:7]2[CH:8]=[C:9]([C:15]3[CH2:19][C:18]([CH3:22])([C:20]#[N:21])[O:17][N:16]=3)[CH:10]=[CH:11][C:12]=2[O:13][CH3:14])[CH2:5][CH2:4][CH2:3][CH2:2]1.C(=O)([O-])[O-].[K+].[K+].Cl.[NH2:30][OH:31], predict the reaction product. The product is: [CH:1]1([O:6][C:7]2[CH:8]=[C:9]([C:15]3[CH2:19][C:18]([CH3:22])([C:20]([NH:30][OH:31])=[NH:21])[O:17][N:16]=3)[CH:10]=[CH:11][C:12]=2[O:13][CH3:14])[CH2:2][CH2:3][CH2:4][CH2:5]1. (4) Given the reactants Br[C:2]1[N:7]=[N:6][C:5]([NH2:8])=[N:4][C:3]=1[C:9]1[CH:14]=[CH:13][CH:12]=[CH:11][CH:10]=1.[Cl:15][C:16]1[CH:17]=[CH:18][C:19]([O:25][CH3:26])=[C:20](B(O)O)[CH:21]=1, predict the reaction product. The product is: [Cl:15][C:16]1[CH:21]=[CH:20][C:19]([O:25][CH3:26])=[C:18]([C:2]2[N:7]=[N:6][C:5]([NH2:8])=[N:4][C:3]=2[C:9]2[CH:14]=[CH:13][CH:12]=[CH:11][CH:10]=2)[CH:17]=1. (5) Given the reactants [OH:1][CH2:2][CH2:3][CH2:4][C:5]1[C:13]2[C:8](=[CH:9][CH:10]=[CH:11][CH:12]=2)[NH:7][CH:6]=1.N1C=CN=C1.[CH3:19][C:20]([Si:23](Cl)([CH3:25])[CH3:24])([CH3:22])[CH3:21].C([O-])(O)=O.[Na+], predict the reaction product. The product is: [O:1]([CH2:2][CH2:3][CH2:4][C:5]1[C:13]2[C:8](=[CH:9][CH:10]=[CH:11][CH:12]=2)[NH:7][CH:6]=1)[Si:23]([C:20]([CH3:22])([CH3:21])[CH3:19])([CH3:25])[CH3:24].